This data is from Reaction yield outcomes from USPTO patents with 853,638 reactions. The task is: Predict the reaction yield, written as a fraction of the theoretical maximum amount of product (1.0 means a 100% yield; for example, 0.34 means a 34% yield). (1) The reactants are [C:1]([O:5][C:6]([NH:8][CH2:9][CH2:10][N:11]([CH2:29][CH2:30][NH:31][C:32]([O:34][C:35]([CH3:38])([CH3:37])[CH3:36])=[O:33])[C:12]([CH2:14][CH2:15][C@H:16]([NH:21][C:22]([O:24][C:25]([CH3:28])([CH3:27])[CH3:26])=[O:23])[C:17]([O:19][CH3:20])=[O:18])=O)=[O:7])([CH3:4])([CH3:3])[CH3:2].COC1C=CC(P2(SP(C3C=CC(OC)=CC=3)(=S)S2)=[S:48])=CC=1. The catalyst is C1COCC1.CN(C1C=CN=CC=1)C. The product is [C:1]([O:5][C:6]([NH:8][CH2:9][CH2:10][N:11]([CH2:29][CH2:30][NH:31][C:32]([O:34][C:35]([CH3:38])([CH3:37])[CH3:36])=[O:33])[C:12]([CH2:14][CH2:15][C@H:16]([NH:21][C:22]([O:24][C:25]([CH3:28])([CH3:27])[CH3:26])=[O:23])[C:17]([O:19][CH3:20])=[O:18])=[S:48])=[O:7])([CH3:4])([CH3:3])[CH3:2]. The yield is 0.450. (2) The reactants are [CH3:1][S:2]([C:5]1[CH:10]=[CH:9][C:8]([C:11]2[N:16]=[CH:15][C:14]([O:17][CH2:18][CH:19]3[CH2:24][CH2:23][N:22]([C:25]([O:27][C:28](C)([CH3:30])[CH3:29])=[O:26])[CH2:21][CH2:20]3)=[CH:13][N:12]=2)=[CH:7][CH:6]=1)(=[O:4])=[O:3].C(O)(C(F)(F)F)=O.C(N(C(C)C)CC)(C)C.ClC(OC(C)C)=O. The catalyst is C(Cl)Cl. The product is [CH3:1][S:2]([C:5]1[CH:10]=[CH:9][C:8]([C:11]2[N:16]=[CH:15][C:14]([O:17][CH2:18][CH:19]3[CH2:24][CH2:23][N:22]([C:25]([O:27][CH:28]([CH3:30])[CH3:29])=[O:26])[CH2:21][CH2:20]3)=[CH:13][N:12]=2)=[CH:7][CH:6]=1)(=[O:4])=[O:3]. The yield is 0.920. (3) The reactants are C[C:2]1[N:7]=[CH:6][C:5]([CH2:8][N:9]2[CH2:14][CH:13]=[C:12]([C:15]3[CH:20]=[CH:19][CH:18]=[CH:17][N:16]=3)[CH2:11][CH2:10]2)=[CH:4][N:3]=1.C([N:23](CC)CC)C.C(O[BH-](OC(=O)C)OC(=O)C)(=O)C.[Na+]. The catalyst is ClCCl. The product is [N:16]1[CH:17]=[CH:18][CH:19]=[CH:20][C:15]=1[C:12]1[CH2:11][CH2:10][N:9]([CH2:8][C:5]2[CH:4]=[N:3][C:2]([NH2:23])=[N:7][CH:6]=2)[CH2:14][CH:13]=1. The yield is 0.580. (4) The reactants are [NH2:1][CH2:2][C@H:3]([OH:15])[CH2:4][N:5]1[CH2:14][CH2:13][C:12]2[C:7](=[CH:8][CH:9]=[CH:10][CH:11]=2)[CH2:6]1.[C:16](O)(=[O:23])[C:17]1[CH:22]=[CH:21][CH:20]=[CH:19][CH:18]=1.CN(C(ON1N=NC2C=CC=NC1=2)=[N+](C)C)C.F[P-](F)(F)(F)(F)F. The catalyst is C(Cl)Cl.O. The product is [CH2:6]1[C:7]2[C:12](=[CH:11][CH:10]=[CH:9][CH:8]=2)[CH2:13][CH2:14][N:5]1[CH2:4][C@@H:3]([OH:15])[CH2:2][NH:1][C:16](=[O:23])[C:17]1[CH:22]=[CH:21][CH:20]=[CH:19][CH:18]=1. The yield is 0.180. (5) The reactants are [F:1][C:2]1[CH:7]=[C:6]([C:8]([O:10]C)=[O:9])[CH:5]=[CH:4][C:3]=1[N:12]1[CH2:17][CH2:16][N:15]([C:18]([O:20][C:21]([CH3:24])([CH3:23])[CH3:22])=[O:19])[CH2:14][CH2:13]1.[Li+].[OH-]. The catalyst is O1CCOCC1. The product is [C:21]([O:20][C:18]([N:15]1[CH2:16][CH2:17][N:12]([C:3]2[CH:4]=[CH:5][C:6]([C:8]([OH:10])=[O:9])=[CH:7][C:2]=2[F:1])[CH2:13][CH2:14]1)=[O:19])([CH3:24])([CH3:22])[CH3:23]. The yield is 1.00. (6) The product is [ClH:20].[NH2:2][CH:3]1[CH:12]([CH2:13][C:14]2[CH:19]=[CH:18][CH:17]=[CH:16][CH:15]=2)[C:11]2[CH:10]=[C:9]([O:22][CH2:23][CH2:24][NH:25][S:26]([CH3:29])(=[O:28])=[O:27])[CH:8]=[CH:7][C:6]=2[CH2:5][CH2:4]1. The catalyst is C(O)C.[Pd]. The yield is 0.720. The reactants are Cl.[NH2:2][CH:3]1[CH:12]([CH2:13][C:14]2[CH:19]=[CH:18][C:17]([Cl:20])=[C:16](Cl)[CH:15]=2)[C:11]2[CH:10]=[C:9]([O:22][CH2:23][CH2:24][NH:25][S:26]([CH3:29])(=[O:28])=[O:27])[CH:8]=[CH:7][C:6]=2[CH2:5][CH2:4]1.O.NN.O.C(Cl)Cl. (7) The reactants are [CH2:1]([Li])CCC.[C:6]1([C:12]2[CH2:13][C:14]3[C:19]([CH:20]=2)=[CH:18][CH:17]=[CH:16][CH:15]=3)[CH:11]=[CH:10][CH:9]=[CH:8][CH:7]=1.CI. The catalyst is C1COCC1. The product is [CH3:1][CH:13]1[C:14]2[C:19](=[CH:18][CH:17]=[CH:16][CH:15]=2)[CH:20]=[C:12]1[C:6]1[CH:7]=[CH:8][CH:9]=[CH:10][CH:11]=1. The yield is 0.750.